This data is from Full USPTO retrosynthesis dataset with 1.9M reactions from patents (1976-2016). The task is: Predict the reactants needed to synthesize the given product. (1) Given the product [OH:29][C:27]([CH3:30])([CH3:28])[CH2:26][O:25][C:24]1[CH:31]=[CH:32][C:21]([N:13]2[CH:14]=[CH:15][N:16]=[C:11]([S:10][C:7]3[CH:6]=[CH:5][C:4]([O:3][C:2]([F:1])([F:18])[F:19])=[CH:9][CH:8]=3)[C:12]2=[O:17])=[CH:22][C:23]=1[CH3:33], predict the reactants needed to synthesize it. The reactants are: [F:1][C:2]([F:19])([F:18])[O:3][C:4]1[CH:9]=[CH:8][C:7]([S:10][C:11]2[C:12](=[O:17])[NH:13][CH:14]=[CH:15][N:16]=2)=[CH:6][CH:5]=1.Br[C:21]1[CH:32]=[CH:31][C:24]([O:25][CH2:26][C:27]([CH3:30])([OH:29])[CH3:28])=[C:23]([CH3:33])[CH:22]=1.CNCCNC.[O-]P([O-])([O-])=O.[K+].[K+].[K+]. (2) Given the product [CH3:13][C:9]1[NH:8][C:7]2=[C:2]([N:15]3[CH2:16][CH2:17][C:18]4[C:23](=[CH:22][CH:21]=[CH:20][CH:19]=4)[CH2:14]3)[N:3]=[CH:4][CH:5]=[C:6]2[C:10]=1[S:11][CH3:12], predict the reactants needed to synthesize it. The reactants are: Cl[C:2]1[N:3]=[CH:4][CH:5]=[C:6]2[C:10]([S:11][CH3:12])=[C:9]([CH3:13])[NH:8][C:7]=12.[CH2:14]1[C:23]2[C:18](=[CH:19][CH:20]=[CH:21][CH:22]=2)[CH2:17][CH2:16][NH:15]1. (3) Given the product [NH:19]([C:2]1[N:7]=[N:6][CH:5]=[C:4]([C:8]2[N:9]=[N:10][CH:11]=[CH:12][C:13]=2[C:14]([F:17])([F:16])[F:15])[CH:3]=1)[NH2:20], predict the reactants needed to synthesize it. The reactants are: Cl[C:2]1[N:7]=[N:6][CH:5]=[C:4]([C:8]2[N:9]=[N:10][CH:11]=[CH:12][C:13]=2[C:14]([F:17])([F:16])[F:15])[CH:3]=1.O.[NH2:19][NH2:20]. (4) The reactants are: Br[C:2]1[CH:3]=[C:4]([CH2:23]/[CH:24]=[CH:25]/[C:26]2[CH:31]=[CH:30][CH:29]=[CH:28][CH:27]=2)[C:5]([O:19][CH2:20][CH2:21][CH3:22])=[C:6]([NH:8][C:9]([NH:11][C:12]2[CH:17]=[CH:16][C:15]([CH3:18])=[CH:14][CH:13]=2)=[O:10])[CH:7]=1.[C:32]([C:35]1[CH:40]=[CH:39][CH:38]=[CH:37][C:36]=1B(O)O)([OH:34])=[O:33].BrC1C=C(C(C2C=CC=CC=2)C=C)C(OCCC)=C(NC(NC2C=CC(C)=CC=2)=O)C=1. Given the product [CH2:23]([C:4]1[CH:3]=[C:2]([C:36]2[C:35]([C:32]([OH:34])=[O:33])=[CH:40][CH:39]=[CH:38][CH:37]=2)[CH:7]=[C:6]([NH:8][C:9]([NH:11][C:12]2[CH:17]=[CH:16][C:15]([CH3:18])=[CH:14][CH:13]=2)=[O:10])[C:5]=1[O:19][CH2:20][CH2:21][CH3:22])[CH:24]=[CH:25][C:26]1[CH:27]=[CH:28][CH:29]=[CH:30][CH:31]=1, predict the reactants needed to synthesize it. (5) Given the product [I:1][C:2]1[C:10]2[O:9][CH:8]=[CH:7][C:6]=2[CH:5]=[C:4]([S:11]([NH:18][C:17]2[CH:19]=[CH:20][CH:21]=[CH:22][C:16]=2[CH3:15])(=[O:13])=[O:12])[CH:3]=1, predict the reactants needed to synthesize it. The reactants are: [I:1][C:2]1[C:10]2[O:9][CH:8]=[CH:7][C:6]=2[CH:5]=[C:4]([S:11](Cl)(=[O:13])=[O:12])[CH:3]=1.[CH3:15][C:16]1[CH:22]=[CH:21][CH:20]=[CH:19][C:17]=1[NH2:18].N1C=CC=CC=1. (6) Given the product [CH2:43]([O:42][P:40]([CH2:39][C:25]1[N:24]=[CH:23][C:22]([C:13]2[CH:14]=[C:15]([C:16]3[CH:21]=[CH:20][CH:19]=[CH:18][N:17]=3)[C:9]3[S:8][C:7]([NH:6][C:4]([NH:3][CH2:1][CH3:2])=[O:5])=[N:11][C:10]=3[CH:12]=2)=[CH:27][N:26]=1)([O:45][CH2:46][CH3:47])=[O:41])[CH3:44], predict the reactants needed to synthesize it. The reactants are: [CH2:1]([NH:3][C:4]([NH:6][C:7]1[S:8][C:9]2[C:15]([C:16]3[CH:21]=[CH:20][CH:19]=[CH:18][N:17]=3)=[CH:14][C:13]([C:22]3[CH:23]=[N:24][C:25](C(O)(C)C)=[N:26][CH:27]=3)=[CH:12][C:10]=2[N:11]=1)=[O:5])[CH3:2].BrC1C=NC([CH2:39][P:40]([O:45][CH2:46][CH3:47])([O:42][CH2:43][CH3:44])=[O:41])=NC=1.C([O-])([O-])=O.[Cs+].[Cs+]. (7) Given the product [C:7]1([NH:13][C:14]([C:16]2[CH:21]=[C:20]([N:3]3[CH2:2][CH2:1][CH:5]([OH:6])[CH2:4]3)[CH:19]=[CH:18][N:17]=2)=[O:15])[CH:8]=[CH:9][CH:10]=[CH:11][CH:12]=1, predict the reactants needed to synthesize it. The reactants are: [CH2:1]1[CH:5]([OH:6])[CH2:4][NH:3][CH2:2]1.[C:7]1([NH:13][C:14]([C:16]2[CH:21]=[C:20](Br)[CH:19]=[CH:18][N:17]=2)=[O:15])[CH:12]=[CH:11][CH:10]=[CH:9][CH:8]=1.C(Cl)(Cl)Cl.CO. (8) Given the product [C:2]([O:6][C:7](=[O:33])[CH2:8][N:9]1[C:17](=[O:18])[NH:16][C:15]2[C:10]1=[N:11][C:12]([C:27]1[CH:32]=[CH:31][CH:30]=[CH:29][CH:28]=1)=[N:13][CH:14]=2)([CH3:5])([CH3:4])[CH3:3], predict the reactants needed to synthesize it. The reactants are: Cl.[C:2]([O:6][C:7](=[O:33])[CH2:8][NH:9][C:10]1[C:15]([NH:16][C:17](OCC2C=CC=CC=2)=[O:18])=[CH:14][N:13]=[C:12]([C:27]2[CH:32]=[CH:31][CH:30]=[CH:29][CH:28]=2)[N:11]=1)([CH3:5])([CH3:4])[CH3:3].CC(C)([O-])C.[K+].O. (9) Given the product [CH:1]([NH:4][C:5]([C:7]1[C:15]2[C:10](=[N:11][CH:12]=[C:13]([C:16]3[C:24]4[CH2:23][C:22]([CH3:25])([CH3:26])[CH2:21][CH2:20][C:19]=4[N:18]([CH3:27])[N:17]=3)[N:14]=2)[NH:9][CH:8]=1)=[O:6])([CH3:3])[CH3:2], predict the reactants needed to synthesize it. The reactants are: [CH:1]([NH:4][C:5]([C:7]1[C:15]2[C:10](=[N:11][CH:12]=[C:13]([C:16]3[C:24]4[CH2:23][C:22]([CH3:26])([CH3:25])[CH2:21][CH2:20][C:19]=4[N:18]([CH3:27])[N:17]=3)[N:14]=2)[N:9](COCC[Si](C)(C)C)[CH:8]=1)=[O:6])([CH3:3])[CH3:2].C(O)(C(F)(F)F)=O. (10) The reactants are: [F:1][C:2]([F:26])([F:25])[S:3][CH2:4][CH2:5][CH2:6][CH2:7][CH2:8][CH2:9][O:10][C:11]1[CH:16]=[C:15]([S:17][CH2:18][C:19]([F:22])([F:21])[F:20])[C:14]([CH3:23])=[CH:13][C:12]=1[CH3:24].ClC1C=CC=C(C(OO)=[O:35])C=1.S([O-])([O-])(=O)=S.[Na+].[Na+].CCCCCC. Given the product [F:26][C:2]([F:1])([F:25])[S:3][CH2:4][CH2:5][CH2:6][CH2:7][CH2:8][CH2:9][O:10][C:11]1[CH:16]=[C:15]([S:17]([CH2:18][C:19]([F:20])([F:21])[F:22])=[O:35])[C:14]([CH3:23])=[CH:13][C:12]=1[CH3:24], predict the reactants needed to synthesize it.